From a dataset of Protein-peptide binding for MDM2, ACE2, and 12ca5 with 34 validated binders. Binary Classification. Given protein and peptide amino acid sequences, predict whether they interact or not. The protein target is ACE2 with sequence MSSSSWLLLSLVAVTAAQSTIEEQAKTFLDKFNHEAEDLFYQSSLASWNYNTNITEENVQNMNNAGDKWSAFLKEQSTLAQMYPLQEIQNLTVKLQLQALQQNGSSVLSEDKSKRLNTILNTMSTIYSTGKVCNPDNPQECLLLEPGLNEIMANSLDYNERLWAWESWRSEVGKQLRPLYEEYVVLKNEMARANHYEDYGDYWRGDYEVNGVDGYDYSRGQLIEDVEHTFEEIKPLYEHLHAYVRAKLMNAYPSYISPIGCLPAHLLGDMWGRFWTNLYSLTVPFGQKPNIDVTDAMVDQAWDAQRIFKEAEKFFVSVGLPNMTQGFWENSMLTDPGNVQKAVCHPTAWDLGKGDFRILMCTKVTMDDFLTAHHEMGHIQYDMAYAAQPFLLRNGANEGFHEAVGEIMSLSAATPKHLKSIGLLSPDFQEDNETEINFLLKQALTIVGTLPFTYMLEKWRWMVFKGEIPKDQWMKKWWEMKREIVGVVEPVPHDETYCDP.... The peptide is LQWHPAYWFMQVK. The binding affinity (KD) is 36.0 nM.